Predict the reactants needed to synthesize the given product. From a dataset of Full USPTO retrosynthesis dataset with 1.9M reactions from patents (1976-2016). (1) Given the product [CH2:32]([N:7]1[CH:6]=[C:5]([C:3]([OH:4])=[O:2])[C:14]2[C:9](=[CH:10][C:11]([O:29][CH3:30])=[C:12]([O:15][CH2:16][CH2:17][CH2:18][C:19]3[CH:28]=[CH:27][C:26]4[C:21](=[CH:22][CH:23]=[CH:24][CH:25]=4)[N:20]=3)[CH:13]=2)[C:8]1=[O:31])[CH3:33], predict the reactants needed to synthesize it. The reactants are: C[O:2][C:3]([C:5]1[C:14]2[C:9](=[CH:10][C:11]([O:29][CH3:30])=[C:12]([O:15][CH2:16][CH2:17][CH2:18][C:19]3[CH:28]=[CH:27][C:26]4[C:21](=[CH:22][CH:23]=[CH:24][CH:25]=4)[N:20]=3)[CH:13]=2)[C:8](=[O:31])[N:7]([CH2:32][CH3:33])[CH:6]=1)=[O:4].[OH-].[Na+].Cl. (2) Given the product [Cl:22][C:23]1[C:31]2[C:26](=[CH:27][CH:28]=[C:29]([NH:32][C:8]([C:7]3[CH:6]([C:11]4[CH:20]=[CH:19][C:18]5[C:13](=[CH:14][CH:15]=[CH:16][CH:17]=5)[CH:12]=4)[CH2:5][C:4](=[O:21])[NH:3][C:2]=3[CH3:1])=[O:9])[CH:30]=2)[NH:25][N:24]=1, predict the reactants needed to synthesize it. The reactants are: [CH3:1][C:2]1[NH:3][C:4](=[O:21])[CH2:5][CH:6]([C:11]2[CH:20]=[CH:19][C:18]3[C:13](=[CH:14][CH:15]=[CH:16][CH:17]=3)[CH:12]=2)[C:7]=1[C:8](O)=[O:9].[Cl:22][C:23]1[C:31]2[C:26](=[CH:27][CH:28]=[C:29]([NH2:32])[CH:30]=2)[NH:25][N:24]=1.N=C=N. (3) The reactants are: C(OC([N:8]1[CH2:12][CH2:11][S:10][CH:9]1[C:13]([OH:15])=O)=O)(C)(C)C.C1C=CC(/C(/C2C=CC([N+]([O-])=O)=CC=2)=N/O)=CC=1.[C:34]1([C:44]2[CH:49]=[CH:48][CH:47]=[CH:46][CH:45]=2)[CH:39]=[CH:38][C:37]([S:40](Cl)(=[O:42])=[O:41])=[CH:36][CH:35]=1.[F:50][C:51]1[CH:56]=[CH:55][C:54]([CH2:57][NH2:58])=[CH:53][CH:52]=1. Given the product [C:34]1([C:44]2[CH:49]=[CH:48][CH:47]=[CH:46][CH:45]=2)[CH:39]=[CH:38][C:37]([S:40]([N:8]2[CH2:12][CH2:11][S:10][CH:9]2[C:13]([NH:58][CH2:57][C:54]2[CH:55]=[CH:56][C:51]([F:50])=[CH:52][CH:53]=2)=[O:15])(=[O:42])=[O:41])=[CH:36][CH:35]=1, predict the reactants needed to synthesize it. (4) Given the product [F:1][C:2]1[CH:3]=[C:4]([NH:10][C:11]2[C:16]([C:17]3[N:22]=[C:21]([CH3:23])[N:20]=[C:19]([NH2:24])[CH:18]=3)=[CH:15][C:14]([C@H:43]([N:45]3[CH2:50][CH2:49][N:48]([S:51]([CH3:54])(=[O:53])=[O:52])[CH2:47][C@@H:46]3[CH3:55])[CH3:44])=[CH:13][N:12]=2)[CH:5]=[N:6][C:7]=1[O:8][CH3:9], predict the reactants needed to synthesize it. The reactants are: [F:1][C:2]1[CH:3]=[C:4]([NH:10][C:11]2[C:16]([C:17]3[N:22]=[C:21]([CH3:23])[N:20]=[C:19]([N:24](CC4C=CC(OC)=CC=4)CC4C=CC(OC)=CC=4)[CH:18]=3)=[CH:15][C:14]([C@H:43]([N:45]3[CH2:50][CH2:49][N:48]([S:51]([CH3:54])(=[O:53])=[O:52])[CH2:47][C@@H:46]3[CH3:55])[CH3:44])=[CH:13][N:12]=2)[CH:5]=[N:6][C:7]=1[O:8][CH3:9].OS(C(F)(F)F)(=O)=O.